This data is from Reaction yield outcomes from USPTO patents with 853,638 reactions. The task is: Predict the reaction yield, written as a fraction of the theoretical maximum amount of product (1.0 means a 100% yield; for example, 0.34 means a 34% yield). (1) The reactants are [OH:1]O.[O-]Cl=O.[Na+].[Br:7][C:8]1[C:15]([CH3:16])=[CH:14][C:11]([CH:12]=[O:13])=[C:10]([F:17])[CH:9]=1.Cl. The catalyst is O.CC#N. The product is [Br:7][C:8]1[C:15]([CH3:16])=[CH:14][C:11]([C:12]([OH:1])=[O:13])=[C:10]([F:17])[CH:9]=1. The yield is 1.00. (2) The reactants are [CH3:1][O:2][C:3]1[CH:4]=[C:5]2[C:10](=[CH:11][CH:12]=1)[NH:9][C:8](=O)[CH:7]=[CH:6]2.P(Br)(Br)([Br:16])=O. No catalyst specified. The product is [Br:16][C:8]1[CH:7]=[CH:6][C:5]2[C:10](=[CH:11][CH:12]=[C:3]([O:2][CH3:1])[CH:4]=2)[N:9]=1. The yield is 0.493.